This data is from Peptide-MHC class II binding affinity with 134,281 pairs from IEDB. The task is: Regression. Given a peptide amino acid sequence and an MHC pseudo amino acid sequence, predict their binding affinity value. This is MHC class II binding data. (1) The peptide sequence is NLALSIKYNKEGDSM. The MHC is DRB1_0901 with pseudo-sequence DRB1_0901. The binding affinity (normalized) is 0.267. (2) The peptide sequence is SLKLYRDSLGEAVMR. The MHC is DRB1_1302 with pseudo-sequence DRB1_1302. The binding affinity (normalized) is 0.382. (3) The peptide sequence is VLAKSPDTTCSEIEE. The MHC is DRB1_0802 with pseudo-sequence DRB1_0802. The binding affinity (normalized) is 0.306. (4) The binding affinity (normalized) is 0.265. The peptide sequence is QVPLVQQQQYLGQQQP. The MHC is DRB1_0802 with pseudo-sequence DRB1_0802. (5) The peptide sequence is LMIMKSNQKNMFLKV. The MHC is DRB1_1101 with pseudo-sequence DRB1_1101. The binding affinity (normalized) is 0.445. (6) The peptide sequence is LFLHLVGFPTHRHIQ. The MHC is DRB1_0901 with pseudo-sequence DRB1_0901. The binding affinity (normalized) is 0.159. (7) The peptide sequence is AEAVKKFGYELEALA. The binding affinity (normalized) is 0.157. The MHC is DRB3_0101 with pseudo-sequence DRB3_0101. (8) The binding affinity (normalized) is 0.827. The peptide sequence is AFKVARTAANAAPAN. The MHC is HLA-DPA10103-DPB10301 with pseudo-sequence HLA-DPA10103-DPB10301. (9) The peptide sequence is LPADLMIRIIAQGPK. The MHC is DRB1_1001 with pseudo-sequence DRB1_1001. The binding affinity (normalized) is 0.717.